From a dataset of Reaction yield outcomes from USPTO patents with 853,638 reactions. Predict the reaction yield, written as a fraction of the theoretical maximum amount of product (1.0 means a 100% yield; for example, 0.34 means a 34% yield). (1) The reactants are [CH2:1]([N:3](CC)[CH2:4]C)C.[Cl:8][C:9]1[CH:18]=[C:17]([Cl:19])[C:16]([OH:20])=[C:15]2[C:10]=1[CH:11]=[CH:12][C:13]([CH:21]=O)=[N:14]2.Cl.CNC.C(O[BH-](OC(=O)C)OC(=O)C)(=O)C.[Na+]. The catalyst is ClCCCl.ClCCl. The product is [ClH:8].[Cl:8][C:9]1[CH:18]=[C:17]([Cl:19])[C:16]([OH:20])=[C:15]2[C:10]=1[CH:11]=[CH:12][C:13]([CH2:21][N:3]([CH3:4])[CH3:1])=[N:14]2. The yield is 0.730. (2) The reactants are [NH2:1][C:2]1[N:3]=[CH:4][C:5]([C:16]2[CH:21]=[CH:20][N:19]=[C:18]([NH:22]C(=O)OC(C)(C)C)[CH:17]=2)=[N:6][C:7]=1[N:8]1[CH2:14][CH2:13][CH2:12][N:11]([CH3:15])[CH2:10][CH2:9]1.C(O)C(N)(CO)CO.[ClH:38].Cl. The catalyst is C(O)(C(F)(F)F)=O.C(OCC)C. The product is [ClH:38].[ClH:38].[ClH:38].[NH2:22][C:18]1[CH:17]=[C:16]([C:5]2[N:6]=[C:7]([N:8]3[CH2:14][CH2:13][CH2:12][N:11]([CH3:15])[CH2:10][CH2:9]3)[C:2]([NH2:1])=[N:3][CH:4]=2)[CH:21]=[CH:20][N:19]=1. The yield is 0.260. (3) The catalyst is C(Cl)Cl. The reactants are [CH3:1][C:2]([O:4][C@H:5]1[C:14]2[C@@:15]3([CH3:30])[C@@H:26]([CH2:27][O:28][CH3:29])[O:25][C:23](=[O:24])[C:17]4=[CH:18][O:19][C:20]([C:21](=[O:22])[C:13]=2[C@@H:8]2[CH2:9][CH2:10][C@H:11]([OH:12])[C@@:7]2([CH3:31])[CH2:6]1)=[C:16]34)=[O:3].[CH2:32]1[C:41]2[C:36](=[CH:37][CH:38]=[CH:39][CH:40]=2)[CH2:35][CH2:34][NH:33]1. The product is [C:2]([O:4][C@H:5]1[C:14]2[C@:15]3([CH3:30])[C:16](/[C:17](=[CH:18]\[N:33]4[CH2:34][CH2:35][C:36]5[C:41](=[CH:40][CH:39]=[CH:38][CH:37]=5)[CH2:32]4)/[C:23](=[O:24])[O:25][C@@H:26]3[CH2:27][O:28][CH3:29])=[C:20]([OH:19])[C:21](=[O:22])[C:13]=2[CH:8]2[C@@:7]([CH3:31])([C@@H:11]([OH:12])[CH2:10][CH2:9]2)[CH2:6]1)(=[O:3])[CH3:1]. The yield is 0.133. (4) The reactants are [CH3:1][C:2]1[CH:7]=[CH:6][C:5]([CH:8]([OH:10])[CH3:9])=[C:4]([O:11][C@H:12]([CH2:14][CH:15]=[CH2:16])[CH3:13])[CH:3]=1.[CH2:17]([O:20][C:21]1([CH3:50])[CH2:26][CH2:25][N:24]([C:27]2[N:32]3[N:33]=[C:34]([CH2:36]I)[CH:35]=[C:31]3[N:30]=[C:29]([CH3:38])[C:28]=2[C@H:39]([O:45][C:46]([CH3:49])([CH3:48])[CH3:47])[C:40]([O:42][CH2:43][CH3:44])=[O:41])[CH2:23][CH2:22]1)[CH:18]=[CH2:19].[H-].[Na+]. The catalyst is CN(C=O)C. The product is [CH2:17]([O:20][C:21]1([CH3:50])[CH2:22][CH2:23][N:24]([C:27]2[N:32]3[N:33]=[C:34]([CH2:36][O:10][CH:8]([C:5]4[CH:6]=[CH:7][C:2]([CH3:1])=[CH:3][C:4]=4[O:11][C@H:12]([CH2:14][CH:15]=[CH2:16])[CH3:13])[CH3:9])[CH:35]=[C:31]3[N:30]=[C:29]([CH3:38])[C:28]=2[C@H:39]([O:45][C:46]([CH3:49])([CH3:48])[CH3:47])[C:40]([O:42][CH2:43][CH3:44])=[O:41])[CH2:25][CH2:26]1)[CH:18]=[CH2:19]. The yield is 0.173. (5) The reactants are [C:1]1([C:7]2[CH:11]=[CH:10][NH:9][N:8]=2)[CH:6]=[CH:5][CH:4]=[CH:3][CH:2]=1.[CH3:12][O:13][C:14]1[CH:21]=[CH:20][C:17]([CH2:18]Cl)=[CH:16][CH:15]=1.C([O-])([O-])=O.[K+].[K+]. The product is [CH3:12][O:13][C:14]1[CH:21]=[CH:20][C:17]([CH2:18][N:9]2[CH:10]=[CH:11][C:7]([C:1]3[CH:2]=[CH:3][CH:4]=[CH:5][CH:6]=3)=[N:8]2)=[CH:16][CH:15]=1. The catalyst is C(C(C)=O)C. The yield is 0.890. (6) The reactants are Cl.[N+:2]([C:5]1[CH:13]=[C:12]([CH2:14][N:15]2[CH2:20][CH2:19][CH2:18][CH2:17][CH2:16]2)[CH:11]=[CH:10][C:6]=1[C:7]([OH:9])=O)([O-:4])=[O:3].S(Cl)(Cl)=O.[F:25][C:26]1[CH:27]=[C:28]([CH:40]=[C:41]([F:43])[CH:42]=1)[CH2:29][C:30]1[CH:31]=[C:32]2[C:36](=[CH:37][CH:38]=1)[NH:35][N:34]=[C:33]2[NH2:39].[NH4+].[OH-]. The catalyst is N1C=CC=CC=1.O.CCOC(C)=O. The product is [F:25][C:26]1[CH:27]=[C:28]([CH:40]=[C:41]([F:43])[CH:42]=1)[CH2:29][C:30]1[CH:31]=[C:32]2[C:36](=[CH:37][CH:38]=1)[NH:35][N:34]=[C:33]2[NH:39][C:7](=[O:9])[C:6]1[CH:10]=[CH:11][C:12]([CH2:14][N:15]2[CH2:20][CH2:19][CH2:18][CH2:17][CH2:16]2)=[CH:13][C:5]=1[N+:2]([O-:4])=[O:3]. The yield is 0.430. (7) The reactants are C[O:2][C:3](=[O:37])[C:4]1[CH:9]=[CH:8][CH:7]=[C:6]([C@H:10]([NH:13][C:14]([C:16]2[N:24]3[C:19]([CH2:20][O:21][CH2:22][CH2:23]3)=[C:18]([C:25](=[O:36])[NH:26][C@@H:27]([C:30]3[CH:35]=[CH:34][CH:33]=[CH:32][CH:31]=3)[CH2:28][CH3:29])[CH:17]=2)=[O:15])[CH2:11][CH3:12])[CH:5]=1.COC(=O)C1C=CC=C([C@H](N)CC)C=1.[OH-].[Na+]. The catalyst is CO. The product is [C:30]1([C@H:27]([NH:26][C:25]([C:18]2[CH:17]=[C:16]([C:14]([NH:13][C@@H:10]([C:6]3[CH:5]=[C:4]([CH:9]=[CH:8][CH:7]=3)[C:3]([OH:37])=[O:2])[CH2:11][CH3:12])=[O:15])[N:24]3[CH2:23][CH2:22][O:21][CH2:20][C:19]=23)=[O:36])[CH2:28][CH3:29])[CH:31]=[CH:32][CH:33]=[CH:34][CH:35]=1. The yield is 0.730.